Dataset: Forward reaction prediction with 1.9M reactions from USPTO patents (1976-2016). Task: Predict the product of the given reaction. (1) Given the reactants [Br:1][C:2]1[CH:3]=[CH:4][C:5]([F:16])=[C:6]([C:8]2([CH3:15])[NH:13][C:12](=O)[CH2:11][O:10][CH2:9]2)[CH:7]=1.F[B-](F)(F)F.C[O+](C)C.[Cl-].[NH4+:27], predict the reaction product. The product is: [Br:1][C:2]1[CH:3]=[CH:4][C:5]([F:16])=[C:6]([C:8]2([CH3:15])[CH2:9][O:10][CH2:11][C:12]([NH2:27])=[N:13]2)[CH:7]=1. (2) Given the reactants Br[C:2]1[CH:3]=[C:4]2[CH2:10][C@:9]3([CH:15]4[CH2:16][CH2:17][N:12]([CH2:13][CH2:14]4)[CH2:11]3)[O:8][C:5]2=[N:6][CH:7]=1.[CH3:18][C:19]1[S:20][CH:21]=[C:22]([Sn](CC)(CC)CC)[N:23]=1, predict the reaction product. The product is: [CH3:18][C:19]1[S:20][CH:21]=[C:22]([C:2]2[CH:3]=[C:4]3[CH2:10][C@:9]4([CH:15]5[CH2:16][CH2:17][N:12]([CH2:13][CH2:14]5)[CH2:11]4)[O:8][C:5]3=[N:6][CH:7]=2)[N:23]=1. (3) Given the reactants [CH:1]1[C:14]2[C:5](=[N:6][C:7]3[C:12]([N:13]=2)=[CH:11][CH:10]=[CH:9][CH:8]=3)[CH:4]=[CH:3][C:2]=1[C:15]([OH:17])=O.Cl.Cl.[NH2:20][CH:21]1[CH:26]2[CH2:27][CH2:28][N:23]([CH2:24][CH2:25]2)[CH2:22]1, predict the reaction product. The product is: [N:23]12[CH2:28][CH2:27][CH:26]([CH2:25][CH2:24]1)[CH:21]([NH:20][C:15]([C:2]1[CH:3]=[CH:4][C:5]3[C:14](=[N:13][C:12]4[C:7]([N:6]=3)=[CH:8][CH:9]=[CH:10][CH:11]=4)[CH:1]=1)=[O:17])[CH2:22]2. (4) Given the reactants [Cl:1][C:2]1[CH:3]=[C:4]([CH:18]=[C:19]([CH:21]([NH:26]S(C(C)(C)C)=O)[C:22]([F:25])([F:24])[F:23])[CH:20]=1)[CH2:5][O:6][C:7]1[CH:12]=[CH:11][CH:10]=[CH:9][C:8]=1[CH2:13][C:14]([O:16][CH3:17])=[O:15].Cl.O1CCOCC1, predict the reaction product. The product is: [NH2:26][CH:21]([C:19]1[CH:18]=[C:4]([CH:3]=[C:2]([Cl:1])[CH:20]=1)[CH2:5][O:6][C:7]1[CH:12]=[CH:11][CH:10]=[CH:9][C:8]=1[CH2:13][C:14]([O:16][CH3:17])=[O:15])[C:22]([F:24])([F:23])[F:25]. (5) The product is: [C:1]([C:5]1[CH:12]=[CH:11][C:8]([CH2:9][C:19]([CH2:18][CH2:17][C:16]([F:15])([F:24])[F:25])([C:20]#[N:21])[C:22]#[N:23])=[CH:7][CH:6]=1)([CH3:4])([CH3:3])[CH3:2]. Given the reactants [C:1]([C:5]1[CH:12]=[CH:11][C:8]([CH2:9]Br)=[CH:7][CH:6]=1)([CH3:4])([CH3:3])[CH3:2].[H-].[Na+].[F:15][C:16]([F:25])([F:24])[CH2:17][CH2:18][CH:19]([C:22]#[N:23])[C:20]#[N:21], predict the reaction product. (6) The product is: [Cl:26][C:23]1[CH:24]=[CH:25][C:20]([C:18]([NH:17][CH:13]([CH2:12][C:7]2[C:5]3[C:4](=[CH:3][CH:2]=[CH:1][CH:6]=3)[NH:11][C:9](=[O:10])[CH:8]=2)[C:14]([O:16][CH2:28][C:29]2[N:33]([CH3:34])[N:32]=[C:31]([CH:35]3[CH2:37][CH2:36]3)[CH:30]=2)=[O:15])=[O:19])=[CH:21][CH:22]=1. Given the reactants [CH:1]1[CH:2]=[CH:3][C:4]2[NH:11][C:9](=[O:10])[CH:8]=[C:7]([CH2:12][CH:13]([NH:17][C:18]([C:20]3[CH:21]=[CH:22][C:23]([Cl:26])=[CH:24][CH:25]=3)=[O:19])[C:14]([OH:16])=[O:15])[C:5]=2[CH:6]=1.Cl[CH2:28][C:29]1[N:33]([CH3:34])[N:32]=[C:31]([CH:35]2[CH2:37][CH2:36]2)[CH:30]=1, predict the reaction product.